This data is from Full USPTO retrosynthesis dataset with 1.9M reactions from patents (1976-2016). The task is: Predict the reactants needed to synthesize the given product. Given the product [C:18]([C:15]1[CH:14]=[CH:13][C:12]([C:9]2[CH:8]=[CH:7][C:6]([CH2:5][C@H:4]([NH:20][C:21]([CH:23]3[CH2:32][C:31]4[CH:30]=[C:29]5[O:33][CH2:34][C@H:35]([C:37]6[CH:38]=[CH:39][C:40]([O:43][CH2:44][C:45]7[CH:50]=[CH:49][C:48]([Cl:51])=[C:47]([Cl:52])[CH:46]=7)=[CH:41][CH:42]=6)[O:36][C:28]5=[CH:27][C:26]=4[CH2:25][N:24]3[S:53]([C:56]3[S:60][C:59]([NH:61][C:73]([C@@H:72]4[CH2:76][CH2:77][CH2:78][NH:71]4)=[O:75])=[N:58][C:57]=3[CH3:62])(=[O:54])=[O:55])=[O:22])[C:3]([OH:63])=[O:2])=[CH:11][CH:10]=2)=[CH:17][CH:16]=1)#[N:19], predict the reactants needed to synthesize it. The reactants are: C[O:2][C:3](=[O:63])[C@@H:4]([NH:20][C:21]([CH:23]1[CH2:32][C:31]2[CH:30]=[C:29]3[O:33][CH2:34][C@H:35]([C:37]4[CH:42]=[CH:41][C:40]([O:43][CH2:44][C:45]5[CH:50]=[CH:49][C:48]([Cl:51])=[C:47]([Cl:52])[CH:46]=5)=[CH:39][CH:38]=4)[O:36][C:28]3=[CH:27][C:26]=2[CH2:25][N:24]1[S:53]([C:56]1[S:60][C:59]([NH2:61])=[N:58][C:57]=1[CH3:62])(=[O:55])=[O:54])=[O:22])[CH2:5][C:6]1[CH:11]=[CH:10][C:9]([C:12]2[CH:17]=[CH:16][C:15]([C:18]#[N:19])=[CH:14][CH:13]=2)=[CH:8][CH:7]=1.C([N:71]1[CH2:78][CH2:77][CH2:76][C@H:72]1[C:73]([OH:75])=O)(OC(C)(C)C)=O.